This data is from Forward reaction prediction with 1.9M reactions from USPTO patents (1976-2016). The task is: Predict the product of the given reaction. (1) The product is: [C:39]1([CH3:38])[CH:40]=[CH:41][C:42]([S:45]([OH:48])(=[O:46])=[O:47])=[CH:43][CH:44]=1.[CH2:1]([C:5]1[N:6]([C:16]2[CH:17]=[CH:18][C:19]([CH2:22][CH2:23][N:24]([S:28]([C:31]3[CH:32]=[CH:33][C:34]([CH3:37])=[CH:35][CH:36]=3)(=[O:29])=[O:30])[C:25](=[O:26])[OH:27])=[CH:20][CH:21]=2)[C:7]2[CH:12]=[C:11]([CH3:13])[N:10]=[C:9]([CH3:14])[C:8]=2[N:15]=1)[CH2:2][CH2:3][CH3:4]. Given the reactants [CH2:1]([C:5]1[N:6]([C:16]2[CH:21]=[CH:20][C:19]([CH2:22][CH2:23][N:24]([S:28]([C:31]3[CH:36]=[CH:35][C:34]([CH3:37])=[CH:33][CH:32]=3)(=[O:30])=[O:29])[C:25](=[O:27])[O-:26])=[CH:18][CH:17]=2)[C:7]2[CH:12]=[C:11]([CH3:13])[N:10]=[C:9]([CH3:14])[C:8]=2[N:15]=1)[CH2:2][CH2:3][CH3:4].[CH3:38][C:39]1[CH:40]=[CH:41][C:42]([S:45]([OH:48])(=[O:47])=[O:46])=[CH:43][CH:44]=1, predict the reaction product. (2) Given the reactants [Br:1][C:2]1[CH:3]=[N:4][CH:5]=[CH:6][C:7]=1Cl.[NH:9]1[CH2:17][CH2:16][CH:12]([C:13]([NH2:15])=[O:14])[CH2:11][CH2:10]1.C(N(CC)CC)C, predict the reaction product. The product is: [Br:1][C:2]1[CH:3]=[N:4][CH:5]=[CH:6][C:7]=1[N:9]1[CH2:17][CH2:16][CH:12]([C:13]([NH2:15])=[O:14])[CH2:11][CH2:10]1.